Dataset: Full USPTO retrosynthesis dataset with 1.9M reactions from patents (1976-2016). Task: Predict the reactants needed to synthesize the given product. (1) The reactants are: [C:1](O)(=O)[CH:2]([CH:4]([C:6]([OH:8])=[O:7])O)O.[C:11]12([CH2:21]S(O)(=O)=O)[C:21](C)(C)[CH:11]([CH2:17][CH2:17]1)[CH2:12][C:12]2=O.COC(C1C=CC=CC=1)C(O)=O.C(O)(=O)C(CC(O)=O)O.O(C(C)C(O)=O)C1C=CC=CC=1.C([NH:62][C@H](C(O)=O)CC(C)C)(=O)C.CC(NC(=O)CCC(O)=O)C1C=CC=CC=1.CC(NC(=O)C1C(=CC=CC=1)C(O)=O)C1C=CC=CC=1.C1[C@@H](O)[C@@H](O)[C@H](O)C[C@@]1(C(O)=O)O.OC1CC(C(C)=C)CCC1(C)S(O)(=O)=O.C(O)(=O)C(C1C=CC=CC=1)O.ClC1C=C(C=CC=1)[C@H](O)C(O)=O.BrC1C=C(C=CC=1)[C@H](O)C(O)=O. Given the product [CH3:12][CH:11]([CH2:21][C@H:2]([CH2:1][NH2:62])[CH2:4][C:6]([OH:8])=[O:7])[CH3:17], predict the reactants needed to synthesize it. (2) Given the product [F:14][C:15]1[CH:16]=[C:17]2[C:21](=[CH:22][CH:23]=1)[NH:20][C:19](=[O:24])/[C:18]/2=[CH:1]\[C:3]1[Se:7][CH:6]=[C:5]([CH2:8][O:9][CH2:10][C:11]([OH:13])=[O:12])[CH:4]=1, predict the reactants needed to synthesize it. The reactants are: [CH:1]([C:3]1[Se:7][CH:6]=[C:5]([CH2:8][O:9][CH2:10][C:11]([OH:13])=[O:12])[CH:4]=1)=O.[F:14][C:15]1[CH:16]=[C:17]2[C:21](=[CH:22][CH:23]=1)[NH:20][C:19](=[O:24])[CH2:18]2.[Se]1C=CC=C1C=O. (3) Given the product [OH:4][C@H:5]1[CH2:22][CH2:21][C@@:20]2([CH3:23])[C@@H:7]([CH2:8][CH2:9][C@:10]3([CH3:45])[C@@H:19]2[CH2:18][CH2:17][C@H:16]2[C@@:11]3([CH3:44])[CH2:12][CH2:13][C@@:14]3([C:31]([N:33]4[CH2:34][CH2:35][CH:36]([O:39][CH2:40][CH2:41][O:42][CH3:43])[CH2:37][CH2:38]4)=[O:32])[CH2:26][CH2:25][C@@H:24]([C:27]4([CH3:30])[CH2:29][CH2:28]4)[C@@H:15]32)[C:6]1([CH3:47])[CH3:46], predict the reactants needed to synthesize it. The reactants are: C([O:4][C@H:5]1[CH2:22][CH2:21][C@@:20]2([CH3:23])[C@@H:7]([CH2:8][CH2:9][C@:10]3([CH3:45])[C@@H:19]2[CH2:18][CH2:17][C@H:16]2[C@@:11]3([CH3:44])[CH2:12][CH2:13][C@@:14]3([C:31]([N:33]4[CH2:38][CH2:37][CH:36]([O:39][CH2:40][CH2:41][O:42][CH3:43])[CH2:35][CH2:34]4)=[O:32])[CH2:26][CH2:25][C@@H:24]([C:27]4([CH3:30])[CH2:29][CH2:28]4)[C@@H:15]32)[C:6]1([CH3:47])[CH3:46])(=O)C.CO. (4) Given the product [Cl:1][C:2]1[CH:3]=[C:4]2[C:8](=[CH:9][CH:10]=1)[N:7]([CH2:17][C:13]1[NH:12][CH:16]=[CH:15][N:14]=1)[CH:6]([CH3:11])[CH2:5]2, predict the reactants needed to synthesize it. The reactants are: [Cl:1][C:2]1[CH:3]=[C:4]2[C:8](=[CH:9][CH:10]=1)[NH:7][CH:6]([CH3:11])[CH2:5]2.[NH:12]1[CH:16]=[CH:15][N:14]=[C:13]1[CH:17]=O.C([BH3-])#N.[Na+]. (5) Given the product [CH:7]([C:9]1[CH:14]=[CH:13][C:12]([N:15]([C:25]2[CH:26]=[CH:27][C:28]([CH:31]=[O:32])=[CH:29][CH:30]=2)[C:16]2[CH:23]=[CH:22][C:19]([CH:20]=[O:21])=[C:18]([CH:17]=2)[O:24][CH2:41][CH2:40][CH2:34][C:35]([O:37][CH2:38][CH3:39])=[O:36])=[CH:11][CH:10]=1)=[O:8], predict the reactants needed to synthesize it. The reactants are: C([O-])([O-])=O.[K+].[K+].[CH:7]([C:9]1[CH:14]=[CH:13][C:12]([N:15]([C:25]2[CH:30]=[CH:29][C:28]([CH:31]=[O:32])=[CH:27][CH:26]=2)[C:16]2[CH:23]=[CH:22][C:19]([CH:20]=[O:21])=[C:18]([OH:24])[CH:17]=2)=[CH:11][CH:10]=1)=[O:8].Br[CH:34]([CH2:40][CH3:41])[C:35]([O:37][CH2:38][CH3:39])=[O:36]. (6) Given the product [OH:16][CH2:15][C:14]1[C:9]2[N:10]([CH:20]=[C:7]([C:1]3[CH:2]=[CH:3][CH:4]=[CH:5][CH:6]=3)[N:8]=2)[CH:11]=[CH:12][CH:13]=1, predict the reactants needed to synthesize it. The reactants are: [C:1]1([C:7]2[N:8]=[C:9]3[C:14]([C:15](OCC)=[O:16])=[CH:13][CH:12]=[CH:11][N:10]3[CH:20]=2)[CH:6]=[CH:5][CH:4]=[CH:3][CH:2]=1.[K+].[Br-]. (7) Given the product [NH:2]1[CH:3]=[CH:4][C:5]([C:7]2[CH:8]=[C:9]([CH:14]=[CH:15][N:16]=2)[C:10]([OH:12])=[O:11])=[N:19]1, predict the reactants needed to synthesize it. The reactants are: C[N:2](C)/[CH:3]=[CH:4]\[C:5]([C:7]1[CH:8]=[C:9]([CH:14]=[CH:15][N:16]=1)[C:10]([O:12]C)=[O:11])=O.O.[NH2:19]N.